From a dataset of Catalyst prediction with 721,799 reactions and 888 catalyst types from USPTO. Predict which catalyst facilitates the given reaction. Reactant: C([O:8][C:9]1[CH:14]=[C:13]([O:15]CC2C=CC=CC=2)[C:12]([CH:23]([CH3:25])[CH3:24])=[CH:11][C:10]=1[C:26]1[N:27]([C:32]2[CH:33]=[C:34]3[C:38](=[CH:39][CH:40]=2)[N:37]([CH3:41])[CH:36]=[CH:35]3)[C:28]([OH:31])=[N:29][N:30]=1)C1C=CC=CC=1.C([O-])=O.[NH4+].C(O)C. Product: [OH:31][C:28]1[N:27]([C:32]2[CH:33]=[C:34]3[C:38](=[CH:39][CH:40]=2)[N:37]([CH3:41])[CH:36]=[CH:35]3)[C:26]([C:10]2[CH:11]=[C:12]([CH:23]([CH3:24])[CH3:25])[C:13]([OH:15])=[CH:14][C:9]=2[OH:8])=[N:30][N:29]=1. The catalyst class is: 386.